The task is: Predict the product of the given reaction.. This data is from Forward reaction prediction with 1.9M reactions from USPTO patents (1976-2016). (1) Given the reactants [C:1]([N:3]=[C:4](SC)[S:5][CH3:6])#[N:2].[NH:9]1[CH2:14][CH2:13][O:12][CH2:11][CH2:10]1, predict the reaction product. The product is: [C:1]([N:3]=[C:4]([N:9]1[CH2:14][CH2:13][O:12][CH2:11][CH2:10]1)[S:5][CH3:6])#[N:2]. (2) Given the reactants [CH3:1][O:2][C:3]1[CH:4]=[C:5]([CH2:11][C:12](N(OC)C)=[O:13])[CH:6]=[CH:7][C:8]=1[O:9][CH3:10].[CH2:18]([Mg]Cl)[C:19]1[CH:24]=[CH:23][CH:22]=[CH:21][CH:20]=1, predict the reaction product. The product is: [CH3:1][O:2][C:3]1[CH:4]=[C:5]([CH2:11][C:12](=[O:13])[CH2:18][C:19]2[CH:24]=[CH:23][CH:22]=[CH:21][CH:20]=2)[CH:6]=[CH:7][C:8]=1[O:9][CH3:10]. (3) The product is: [ClH:21].[Br:1][C:2]1[C:3]([O:8][CH:9]2[CH2:10][CH:11]([NH2:13])[CH2:12]2)=[N:4][CH:5]=[CH:6][CH:7]=1. Given the reactants [Br:1][C:2]1[C:3]([O:8][CH:9]2[CH2:12][CH:11]([NH:13]C(=O)OC(C)(C)C)[CH2:10]2)=[N:4][CH:5]=[CH:6][CH:7]=1.[ClH:21], predict the reaction product. (4) Given the reactants [Cl-].[Al+3].[Cl-].[Cl-].[CH3:5][C:6]1[CH:11]2[C:12]([CH3:14])([CH3:13])[CH:9]([CH2:10]2)[CH2:8][CH:7]=1.C=CC1C=CC=CC=1, predict the reaction product. The product is: [CH3:5][C:6]1[CH2:11][CH2:10][C@@H:9]([C:12]([CH3:14])=[CH2:13])[CH2:8][CH:7]=1. (5) Given the reactants C([O:4][CH2:5][C:6]1[C:11]([N:12]2[CH2:24][CH2:23][N:15]3[C:16]4[CH2:17][CH2:18][CH2:19][CH2:20][C:21]=4[CH:22]=[C:14]3[C:13]2=[O:25])=[CH:10][CH:9]=[CH:8][C:7]=1[C:26]1[N:27]=[C:28]([NH:34][C:35]2[CH:36]=[N:37][N:38]([CH:40]3[CH2:42][CH2:41]3)[CH:39]=2)[C:29](=[O:33])[N:30]([CH3:32])[CH:31]=1)(=O)C.C1COCC1.CC(O)C.O[Li].O, predict the reaction product. The product is: [CH:40]1([N:38]2[CH:39]=[C:35]([NH:34][C:28]3[C:29](=[O:33])[N:30]([CH3:32])[CH:31]=[C:26]([C:7]4[C:6]([CH2:5][OH:4])=[C:11]([N:12]5[CH2:24][CH2:23][N:15]6[C:16]7[CH2:17][CH2:18][CH2:19][CH2:20][C:21]=7[CH:22]=[C:14]6[C:13]5=[O:25])[CH:10]=[CH:9][CH:8]=4)[N:27]=3)[CH:36]=[N:37]2)[CH2:42][CH2:41]1.